Dataset: Forward reaction prediction with 1.9M reactions from USPTO patents (1976-2016). Task: Predict the product of the given reaction. Given the reactants [F:1][C:2]1[CH:11]=[C:10]2[C:5]([CH:6]=[CH:7][C:8](=[O:15])[N:9]2[CH2:12][CH:13]=C)=[CH:4][CH:3]=1.C(Cl)Cl.CSC.C[OH:23], predict the reaction product. The product is: [F:1][C:2]1[CH:11]=[C:10]2[C:5]([CH:6]=[CH:7][C:8](=[O:15])[N:9]2[CH2:12][CH:13]=[O:23])=[CH:4][CH:3]=1.